Dataset: Full USPTO retrosynthesis dataset with 1.9M reactions from patents (1976-2016). Task: Predict the reactants needed to synthesize the given product. Given the product [ClH:8].[CH3:20][N:21]([CH3:25])[CH2:22][CH2:23][NH:24][C:9]1[NH:18][C:17](=[O:19])[C:16]2[C:11](=[CH:12][CH:13]=[CH:14][CH:15]=2)[N:10]=1, predict the reactants needed to synthesize it. The reactants are: C(N(CC)CC)C.[Cl:8][C:9]1[NH:18][C:17](=[O:19])[C:16]2[C:11](=[CH:12][CH:13]=[CH:14][CH:15]=2)[N:10]=1.[CH3:20][N:21]([CH3:25])[CH2:22][CH2:23][NH2:24].